The task is: Regression. Given two drug SMILES strings and cell line genomic features, predict the synergy score measuring deviation from expected non-interaction effect.. This data is from NCI-60 drug combinations with 297,098 pairs across 59 cell lines. (1) Synergy scores: CSS=66.2, Synergy_ZIP=7.83, Synergy_Bliss=9.13, Synergy_Loewe=8.58, Synergy_HSA=8.84. Drug 2: CC1=C(N=C(N=C1N)C(CC(=O)N)NCC(C(=O)N)N)C(=O)NC(C(C2=CN=CN2)OC3C(C(C(C(O3)CO)O)O)OC4C(C(C(C(O4)CO)O)OC(=O)N)O)C(=O)NC(C)C(C(C)C(=O)NC(C(C)O)C(=O)NCCC5=NC(=CS5)C6=NC(=CS6)C(=O)NCCC[S+](C)C)O. Cell line: CCRF-CEM. Drug 1: C1=C(C(=O)NC(=O)N1)N(CCCl)CCCl. (2) Drug 1: C1CN1C2=NC(=NC(=N2)N3CC3)N4CC4. Drug 2: C1=CC(=C2C(=C1NCCNCCO)C(=O)C3=C(C=CC(=C3C2=O)O)O)NCCNCCO. Cell line: MDA-MB-231. Synergy scores: CSS=63.3, Synergy_ZIP=-3.66, Synergy_Bliss=-2.82, Synergy_Loewe=0.708, Synergy_HSA=6.50. (3) Drug 2: C(CN)CNCCSP(=O)(O)O. Cell line: MCF7. Synergy scores: CSS=-6.76, Synergy_ZIP=2.75, Synergy_Bliss=0.831, Synergy_Loewe=-3.00, Synergy_HSA=-2.81. Drug 1: CC1=CC=C(C=C1)C2=CC(=NN2C3=CC=C(C=C3)S(=O)(=O)N)C(F)(F)F. (4) Drug 1: CC1=C(C(=CC=C1)Cl)NC(=O)C2=CN=C(S2)NC3=CC(=NC(=N3)C)N4CCN(CC4)CCO. Drug 2: CC1CCCC2(C(O2)CC(NC(=O)CC(C(C(=O)C(C1O)C)(C)C)O)C(=CC3=CSC(=N3)C)C)C. Cell line: UACC-257. Synergy scores: CSS=24.7, Synergy_ZIP=2.52, Synergy_Bliss=3.29, Synergy_Loewe=-3.61, Synergy_HSA=3.55. (5) Drug 1: CC(CN1CC(=O)NC(=O)C1)N2CC(=O)NC(=O)C2. Drug 2: C1CNP(=O)(OC1)N(CCCl)CCCl. Cell line: HL-60(TB). Synergy scores: CSS=69.9, Synergy_ZIP=6.89, Synergy_Bliss=11.1, Synergy_Loewe=-9.47, Synergy_HSA=12.9. (6) Drug 1: CN(C)C1=NC(=NC(=N1)N(C)C)N(C)C. Drug 2: CC1CCC2CC(C(=CC=CC=CC(CC(C(=O)C(C(C(=CC(C(=O)CC(OC(=O)C3CCCCN3C(=O)C(=O)C1(O2)O)C(C)CC4CCC(C(C4)OC)O)C)C)O)OC)C)C)C)OC. Cell line: SNB-19. Synergy scores: CSS=11.5, Synergy_ZIP=-9.07, Synergy_Bliss=-4.98, Synergy_Loewe=-26.7, Synergy_HSA=-6.31. (7) Drug 1: C1CCC(CC1)NC(=O)N(CCCl)N=O. Drug 2: CC1=C(C(CCC1)(C)C)C=CC(=CC=CC(=CC(=O)O)C)C. Cell line: CAKI-1. Synergy scores: CSS=30.6, Synergy_ZIP=-1.28, Synergy_Bliss=-1.33, Synergy_Loewe=4.89, Synergy_HSA=5.20.